Dataset: Full USPTO retrosynthesis dataset with 1.9M reactions from patents (1976-2016). Task: Predict the reactants needed to synthesize the given product. (1) Given the product [CH2:1]([C:3]1[CH:12]=[C:11]([C:13]2[N:17]=[C:16]([C:18]3[CH:23]=[C:22]([CH3:24])[C:21]([CH2:25][CH:26]([CH3:28])[CH3:27])=[CH:20][N:19]=3)[O:15][N:14]=2)[CH:10]=[C:9]([CH3:29])[C:4]=1[O:5][CH2:6][CH2:7][NH:8][S:33]([CH2:31][CH3:32])(=[O:35])=[O:34])[CH3:2], predict the reactants needed to synthesize it. The reactants are: [CH2:1]([C:3]1[CH:12]=[C:11]([C:13]2[N:17]=[C:16]([C:18]3[CH:23]=[C:22]([CH3:24])[C:21]([CH2:25][CH:26]([CH3:28])[CH3:27])=[CH:20][N:19]=3)[O:15][N:14]=2)[CH:10]=[C:9]([CH3:29])[C:4]=1[O:5][CH2:6][CH2:7][NH2:8])[CH3:2].[K+].[CH2:31]([S:33]([NH-])(=[O:35])=[O:34])[CH3:32]. (2) Given the product [Cl:61][C:62]1[CH:63]=[C:64]([CH:73]=[CH:74][C:75]=1[Cl:76])[CH2:65][C:6]1([OH:5])[CH2:7][CH2:8][N:9]([S:12]([C:15]2[C:19]([CH3:20])=[N:18][NH:17][C:16]=2[CH3:22])(=[O:13])=[O:14])[CH2:10][CH2:11]1, predict the reactants needed to synthesize it. The reactants are: ClC1C=C(C=CC=1Cl)[O:5][CH:6]1[CH2:11][CH2:10][N:9]([S:12]([C:15]2[C:16]([CH3:22])=[N:17][N:18](C)[C:19]=2[CH3:20])(=[O:14])=[O:13])[CH2:8][CH2:7]1.ClC1C=C(C=CC=1Cl)NCC1CCN(S(C2C(C)=NN(C)C=2C)(=O)=O)CC1.FC(F)(F)C(O)=O.[Cl:61][C:62]1[CH:63]=[C:64]([CH:73]=[CH:74][C:75]=1[Cl:76])[CH2:65]C1(O)CCNCC1. (3) Given the product [CH3:1][O:2][C:3]1[CH:4]=[C:5]2[C:9](=[CH:10][C:11]=1[O:12][CH3:13])[CH2:8][C:7]([C:14]([NH:23][C:24]1[CH:33]=[CH:32][CH:31]=[CH:30][C:25]=1[C:26]([O:28][CH3:29])=[O:27])=[O:16])=[CH:6]2, predict the reactants needed to synthesize it. The reactants are: [CH3:1][O:2][C:3]1[CH:4]=[C:5]2[C:9](=[CH:10][C:11]=1[O:12][CH3:13])[CH2:8][C:7]([C:14]([OH:16])=O)=[CH:6]2.C(Cl)(=O)C(Cl)=O.[NH2:23][C:24]1[CH:33]=[CH:32][CH:31]=[CH:30][C:25]=1[C:26]([O:28][CH3:29])=[O:27].C(N(CC)CC)C.